This data is from Peptide-MHC class II binding affinity with 134,281 pairs from IEDB. The task is: Regression. Given a peptide amino acid sequence and an MHC pseudo amino acid sequence, predict their binding affinity value. This is MHC class II binding data. (1) The peptide sequence is PEVKYTVFETALKKAITAMS. The MHC is HLA-DPA10103-DPB10301 with pseudo-sequence HLA-DPA10103-DPB10301. The binding affinity (normalized) is 0.608. (2) The peptide sequence is QKRTLSLLQYARYPI. The MHC is DRB1_0405 with pseudo-sequence DRB1_0405. The binding affinity (normalized) is 0.424. (3) The peptide sequence is TMAQMNQAFRNIVNM. The MHC is DRB1_1201 with pseudo-sequence DRB1_1201. The binding affinity (normalized) is 0.149. (4) The peptide sequence is TFAATTNPWASLPG. The MHC is DRB1_0901 with pseudo-sequence DRB1_0901. The binding affinity (normalized) is 0.222.